The task is: Predict the reactants needed to synthesize the given product.. This data is from Full USPTO retrosynthesis dataset with 1.9M reactions from patents (1976-2016). (1) Given the product [NH2:16][C:12]1[CH:11]=[C:10]([CH2:9][S:6]([N:5]([CH3:19])[CH3:4])(=[O:8])=[O:7])[CH:15]=[CH:14][CH:13]=1, predict the reactants needed to synthesize it. The reactants are: C(O)C.[CH3:4][N:5]([CH3:19])[S:6]([CH2:9][C:10]1[CH:15]=[CH:14][CH:13]=[C:12]([N+:16]([O-])=O)[CH:11]=1)(=[O:8])=[O:7].C(=O)([O-])[O-].[Na+].[Na+]. (2) Given the product [CH2:29]([NH:36][CH2:27][CH2:26][C:4]1[CH:5]=[CH:6][C:7]([C:8]2[S:9][C:10]3[C:15]([N:16]=2)=[CH:14][CH:13]=[C:12]([C:17]2([C:20]4[CH:25]=[CH:24][CH:23]=[CH:22][CH:21]=4)[CH2:19][CH2:18]2)[N:11]=3)=[C:2]([F:1])[CH:3]=1)[C:30]1[CH:35]=[CH:34][CH:33]=[CH:32][CH:31]=1, predict the reactants needed to synthesize it. The reactants are: [F:1][C:2]1[CH:3]=[C:4]([CH2:26][CH:27]=O)[CH:5]=[CH:6][C:7]=1[C:8]1[S:9][C:10]2[C:15]([N:16]=1)=[CH:14][CH:13]=[C:12]([C:17]1([C:20]3[CH:25]=[CH:24][CH:23]=[CH:22][CH:21]=3)[CH2:19][CH2:18]1)[N:11]=2.[CH2:29]([NH2:36])[C:30]1[CH:35]=[CH:34][CH:33]=[CH:32][CH:31]=1.CC1C=CC(S(O)(=O)=O)=CC=1.C([BH3-])#N.[Na+].